From a dataset of Forward reaction prediction with 1.9M reactions from USPTO patents (1976-2016). Predict the product of the given reaction. (1) Given the reactants Cl[C:2]([C:16]([F:19])([F:18])[F:17])=[C:3]([C:6]1[CH:14]=[C:13]([Cl:15])[C:9]2[O:10][CH2:11][O:12][C:8]=2[CH:7]=1)[C:4]#[N:5].[N:20]1[CH:25]=[CH:24][CH:23]=[N:22][C:21]=1[NH:26][NH2:27].C(N(CC)CC)C, predict the reaction product. The product is: [Cl:15][C:13]1[C:9]2[O:10][CH2:11][O:12][C:8]=2[CH:7]=[C:6]([C:3]2[C:2]([C:16]([F:18])([F:17])[F:19])=[N:27][N:26]([C:21]3[N:22]=[CH:23][CH:24]=[CH:25][N:20]=3)[C:4]=2[NH2:5])[CH:14]=1. (2) Given the reactants C([O:8][C:9]1[CH:10]=[CH:11][C:12]([S:19]([CH:22]2[CH2:27][CH2:26][N:25](C(OC(C)(C)C)=O)[CH2:24][CH2:23]2)(=[O:21])=[O:20])=[C:13]2[C:18]=1[N:17]=[CH:16][CH:15]=[CH:14]2)C1C=CC=CC=1, predict the reaction product. The product is: [NH:25]1[CH2:24][CH2:23][CH:22]([S:19]([C:12]2[CH:11]=[CH:10][C:9]([OH:8])=[C:18]3[C:13]=2[CH:14]=[CH:15][CH:16]=[N:17]3)(=[O:21])=[O:20])[CH2:27][CH2:26]1. (3) Given the reactants [CH3:1][C:2]1[C:7]([NH2:8])=[C:6]([N+:9]([O-:11])=[O:10])[CH:5]=[CH:4][CH:3]=1.Br[C:13]1[CH:18]=[CH:17][C:16]([CH2:19][CH2:20][OH:21])=[CH:15][CH:14]=1, predict the reaction product. The product is: [CH3:1][C:2]1[CH:3]=[CH:4][CH:5]=[C:6]([N+:9]([O-:11])=[O:10])[C:7]=1[NH:8][C:13]1[CH:18]=[CH:17][C:16]([CH2:19][CH2:20][OH:21])=[CH:15][CH:14]=1. (4) Given the reactants [CH3:1][C:2]1[N:3]=[C:4]([NH:7][C:8]([C:10]2[C:15]([NH:16][C:17]3[CH:18]=[N:19][CH:20]=[CH:21][CH:22]=3)=[CH:14][CH:13]=[C:12]([CH3:23])[N:11]=2)=[O:9])[S:5][CH:6]=1.Br[C:25]1C=NC=CC=1C, predict the reaction product. The product is: [CH3:1][C:2]1[N:3]=[C:4]([NH:7][C:8]([C:10]2[C:15]([NH:16][C:17]3[CH:18]=[N:19][CH:20]=[CH:21][C:22]=3[CH3:25])=[CH:14][CH:13]=[C:12]([CH3:23])[N:11]=2)=[O:9])[S:5][CH:6]=1. (5) Given the reactants [CH3:1][NH:2][CH2:3][C:4]1[C:12]2[C:7](=[CH:8][CH:9]=[CH:10][CH:11]=2)[N:6]([CH3:13])[CH:5]=1.CNCC1C=CC2C(=CC=CC=2)C=1CCC.[O:30]=[C:31]1[NH:36][C:35]2[N:37]=[CH:38][C:39](/[CH:41]=[CH:42]/[C:43]([OH:45])=O)=[CH:40][C:34]=2[C:33](=[O:46])[NH:32]1.Cl.CN1CC2C=C(/C=C/C(O)=O)C=NC=2NC(=O)C1, predict the reaction product. The product is: [O:30]=[C:31]1[NH:36][C:35]2[N:37]=[CH:38][C:39](/[CH:41]=[CH:42]/[C:43]([N:2]([CH3:1])[CH2:3][C:4]3[C:12]4[C:7](=[CH:8][CH:9]=[CH:10][CH:11]=4)[N:6]([CH3:13])[CH:5]=3)=[O:45])=[CH:40][C:34]=2[C:33](=[O:46])[NH:32]1. (6) Given the reactants [CH:1]([C:3]1[CH:8]=[CH:7][C:6]([CH2:9][N:10]2[CH2:15][CH2:14][N:13]([C:16]3[C:21]([C:22]([O:24][CH:25]([CH3:27])[CH3:26])=[O:23])=[CH:20][CH:19]=[CH:18][N:17]=3)[CH2:12][CH2:11]2)=[CH:5][CH:4]=1)=O.[CH2:28]([NH2:30])[CH3:29].C1COCC1.C(O)(=O)C.C([BH3-])#N.[Na+], predict the reaction product. The product is: [CH2:28]([NH:30][CH2:1][C:3]1[CH:4]=[CH:5][C:6]([CH2:9][N:10]2[CH2:15][CH2:14][N:13]([C:16]3[C:21]([C:22]([O:24][CH:25]([CH3:26])[CH3:27])=[O:23])=[CH:20][CH:19]=[CH:18][N:17]=3)[CH2:12][CH2:11]2)=[CH:7][CH:8]=1)[CH3:29]. (7) Given the reactants [Br:1][C:2]1[CH:3]=[C:4]2[C:9](=[CH:10][CH:11]=1)[O:8][CH:7]([CH:12]1[CH2:17][CH2:16][CH2:15][O:14][CH2:13]1)[CH2:6][C:5]2=O.C[Si]([N:23]=[C:24]=[N:25][Si](C)(C)C)(C)C, predict the reaction product. The product is: [Br:1][C:2]1[CH:3]=[C:4]2[C:9](=[CH:10][CH:11]=1)[O:8][CH:7]([CH:12]1[CH2:17][CH2:16][CH2:15][O:14][CH2:13]1)[CH2:6]/[C:5]/2=[N:25]\[C:24]#[N:23].